Dataset: Peptide-MHC class I binding affinity with 185,985 pairs from IEDB/IMGT. Task: Regression. Given a peptide amino acid sequence and an MHC pseudo amino acid sequence, predict their binding affinity value. This is MHC class I binding data. (1) The peptide sequence is MASENSSAM. The MHC is HLA-B15:01 with pseudo-sequence HLA-B15:01. The binding affinity (normalized) is 0.0764. (2) The peptide sequence is SFNCGGEFF. The MHC is HLA-B40:01 with pseudo-sequence HLA-B40:01. The binding affinity (normalized) is 0. (3) The peptide sequence is TVAPPAPVY. The MHC is HLA-B57:01 with pseudo-sequence HLA-B57:01. The binding affinity (normalized) is 0.0847. (4) The binding affinity (normalized) is 0.278. The MHC is HLA-A02:03 with pseudo-sequence HLA-A02:03. The peptide sequence is RVVLQSKEL. (5) The peptide sequence is NLEPGTFDL. The MHC is HLA-A30:01 with pseudo-sequence HLA-A30:01. The binding affinity (normalized) is 0.0847. (6) The peptide sequence is YIILFILFFA. The MHC is HLA-A68:02 with pseudo-sequence HLA-A68:02. The binding affinity (normalized) is 0.482. (7) The peptide sequence is ILASIIDYV. The MHC is HLA-A02:01 with pseudo-sequence HLA-A02:01. The binding affinity (normalized) is 1.00. (8) The peptide sequence is ASDTPSATT. The MHC is HLA-A02:01 with pseudo-sequence HLA-A02:01. The binding affinity (normalized) is 0. (9) The peptide sequence is ALYRRIQRR. The MHC is HLA-A02:06 with pseudo-sequence HLA-A02:06. The binding affinity (normalized) is 0. (10) The peptide sequence is VPAPAGPIV. The MHC is HLA-B40:02 with pseudo-sequence HLA-B40:02. The binding affinity (normalized) is 0.